This data is from Reaction yield outcomes from USPTO patents with 853,638 reactions. The task is: Predict the reaction yield, written as a fraction of the theoretical maximum amount of product (1.0 means a 100% yield; for example, 0.34 means a 34% yield). The catalyst is C1COCC1.Cl. The reactants are C(O[C:4](=[O:12])[C:5]1[CH:10]=[CH:9][CH:8]=[C:7]([I:11])[CH:6]=1)C.CC([O-])(C)C.[K+].[C:19]([O:22][CH2:23][CH3:24])(=[O:21])[CH3:20]. The yield is 1.00. The product is [I:11][C:7]1[CH:6]=[C:5]([C:4](=[O:12])[CH2:20][C:19]([O:22][CH2:23][CH3:24])=[O:21])[CH:10]=[CH:9][CH:8]=1.